Dataset: Full USPTO retrosynthesis dataset with 1.9M reactions from patents (1976-2016). Task: Predict the reactants needed to synthesize the given product. (1) Given the product [C:1]([C:4]1[C:5]([O:23][CH3:24])=[C:6]([CH:12]([OH:22])[CH2:13][NH:14][C:15](=[O:16])[CH2:34][Cl:33])[C:7]([CH3:11])=[C:8]([Cl:10])[CH:9]=1)(=[O:3])[CH3:2], predict the reactants needed to synthesize it. The reactants are: [C:1]([C:4]1[C:5]([O:23][CH3:24])=[C:6]([CH:12]([OH:22])[CH2:13][NH:14][C:15](=O)[O:16]C(C)(C)C)[C:7]([CH3:11])=[C:8]([Cl:10])[CH:9]=1)(=[O:3])[CH3:2].Cl.C(N(CC)CC)C.[Cl:33][CH2:34]C(Cl)=O. (2) Given the product [CH2:1]([C@:8]1([C:23]([NH:25][CH:26]([C:29]2[CH:34]=[CH:33][CH:32]=[CH:31][CH:30]=2)[CH:27]=[O:28])=[O:24])[O:12][C:11](=[O:13])[N:10]([C@@H:14]([C:16]2[CH:21]=[CH:20][CH:19]=[CH:18][CH:17]=2)[CH3:15])[C:9]1=[O:22])[C:2]1[CH:3]=[CH:4][CH:5]=[CH:6][CH:7]=1, predict the reactants needed to synthesize it. The reactants are: [CH2:1]([C@:8]1([C:23]([NH:25][CH:26]([C:29]2[CH:34]=[CH:33][CH:32]=[CH:31][CH:30]=2)[CH2:27][OH:28])=[O:24])[O:12][C:11](=[O:13])[N:10]([C@@H:14]([C:16]2[CH:21]=[CH:20][CH:19]=[CH:18][CH:17]=2)[CH3:15])[C:9]1=[O:22])[C:2]1[CH:7]=[CH:6][CH:5]=[CH:4][CH:3]=1.CC(OI1(OC(C)=O)(OC(C)=O)OC(=O)C2C=CC=CC1=2)=O.C(=O)(O)[O-].[Na+].S([O-])([O-])(=O)=S.[Na+].[Na+]. (3) Given the product [Br:18][CH:10]([C:5]1[CH:6]=[CH:7][CH:8]=[CH:9][C:4]=1[N+:1]([O-:3])=[O:2])[C:11]([O:13][C:14]([CH3:17])([CH3:16])[CH3:15])=[O:12], predict the reactants needed to synthesize it. The reactants are: [N+:1]([C:4]1[CH:9]=[CH:8][CH:7]=[CH:6][C:5]=1[CH2:10][C:11]([O:13][C:14]([CH3:17])([CH3:16])[CH3:15])=[O:12])([O-:3])=[O:2].[Br:18]N1C(=O)CCC1=O.N(C(C)(C)C#N)=NC(C)(C)C#N. (4) Given the product [C:24]([N:21]1[CH2:22][CH2:23][C:18]2[N:17]([CH:27]3[CH2:28][CH2:29][O:30][CH2:31][CH2:32]3)[N:16]=[C:15]([N:8]3[C:9]4[C:4](=[CH:3][C:2]([C:41]5[CH:42]=[CH:43][C:44]([NH:47][C:48](=[O:50])[CH3:49])=[N:45][CH:46]=5)=[C:11]([CH:12]([F:13])[F:14])[CH:10]=4)[CH2:5][CH2:6][CH2:7]3)[C:19]=2[CH2:20]1)(=[O:26])[CH3:25], predict the reactants needed to synthesize it. The reactants are: Br[C:2]1[CH:3]=[C:4]2[C:9](=[CH:10][C:11]=1[CH:12]([F:14])[F:13])[N:8]([C:15]1[C:19]3[CH2:20][N:21]([C:24](=[O:26])[CH3:25])[CH2:22][CH2:23][C:18]=3[N:17]([CH:27]3[CH2:32][CH2:31][O:30][CH2:29][CH2:28]3)[N:16]=1)[CH2:7][CH2:6][CH2:5]2.CC1(C)C(C)(C)OB([C:41]2[CH:42]=[CH:43][C:44]([NH:47][C:48](=[O:50])[CH3:49])=[N:45][CH:46]=2)O1.C1(P(C2CCCCC2)C2C=CC=CC=2C2C(C(C)C)=CC(C(C)C)=CC=2C(C)C)CCCCC1.C([O-])([O-])=O.[Na+].[Na+]. (5) The reactants are: [C:1]1([O:11][CH3:12])[C:2](=[CH:4][CH:5]=[C:6]([CH:10]=1)[CH2:7][CH:8]=[CH2:9])[OH:3].[OH-].[Na+].C=O.[C:17](OCC)(=[O:19])C. Given the product [CH2:7]([C:6]1[CH:10]=[C:1]([O:11][CH3:12])[C:2]([OH:3])=[C:4]([CH2:17][OH:19])[CH:5]=1)[CH:8]=[CH2:9], predict the reactants needed to synthesize it. (6) Given the product [CH3:12][C:9]1[CH:10]=[C:11]2[C:6](=[CH:7][CH:8]=1)[N:5]=[C:4]([N:13]1[CH2:19][C:18]3[CH:20]=[CH:21][CH:22]=[CH:23][C:17]=3[S:16](=[O:25])(=[O:24])[CH:15]([CH3:26])[CH2:14]1)[CH:3]=[C:2]2[NH:29][CH2:28][CH2:27][NH2:30], predict the reactants needed to synthesize it. The reactants are: Cl[C:2]1[C:11]2[C:6](=[CH:7][CH:8]=[C:9]([CH3:12])[CH:10]=2)[N:5]=[C:4]([N:13]2[CH2:19][C:18]3[CH:20]=[CH:21][CH:22]=[CH:23][C:17]=3[S:16](=[O:25])(=[O:24])[CH:15]([CH3:26])[CH2:14]2)[CH:3]=1.[CH2:27]([NH2:30])[CH2:28][NH2:29]. (7) Given the product [NH2:30][C:24]1[N:25]([CH3:29])[C:26](=[O:28])[CH:27]=[C:22]([CH2:21][CH2:20][C:16]2[CH:15]=[C:14]([C:10]3[CH:11]=[CH:12][CH:13]=[C:8]([O:7][CH2:6][CH2:5][O:4][CH3:1])[CH:9]=3)[CH:19]=[CH:18][CH:17]=2)[N:23]=1, predict the reactants needed to synthesize it. The reactants are: [C:1]([O:4][CH2:5][CH2:6][O:7][C:8]1[CH:9]=[C:10]([C:14]2[CH:19]=[CH:18][CH:17]=[C:16]([CH2:20][CH2:21][C:22]3[N:23]=[C:24]([NH2:30])[N:25]([CH3:29])[C:26](=[O:28])[CH:27]=3)[CH:15]=2)[CH:11]=[CH:12][CH:13]=1)(=O)C.COCCBr.